From a dataset of Peptide-MHC class I binding affinity with 185,985 pairs from IEDB/IMGT. Regression. Given a peptide amino acid sequence and an MHC pseudo amino acid sequence, predict their binding affinity value. This is MHC class I binding data. (1) The peptide sequence is LLWDYMCIS. The MHC is HLA-A02:01 with pseudo-sequence HLA-A02:01. The binding affinity (normalized) is 0.648. (2) The peptide sequence is KSLYNTVATL. The MHC is HLA-A02:01 with pseudo-sequence HLA-A02:01. The binding affinity (normalized) is 0.389. (3) The peptide sequence is SFYVNRGFK. The MHC is HLA-B27:05 with pseudo-sequence HLA-B27:05. The binding affinity (normalized) is 0.0847. (4) The peptide sequence is HQIWLALRY. The MHC is HLA-B46:01 with pseudo-sequence HLA-B46:01. The binding affinity (normalized) is 0.0847. (5) The MHC is HLA-B38:01 with pseudo-sequence HLA-B38:01. The binding affinity (normalized) is 0.0847. The peptide sequence is TVADIWHAM. (6) The peptide sequence is NPVPVGNIY. The MHC is HLA-A33:01 with pseudo-sequence HLA-A33:01. The binding affinity (normalized) is 0.